From a dataset of NCI-60 drug combinations with 297,098 pairs across 59 cell lines. Regression. Given two drug SMILES strings and cell line genomic features, predict the synergy score measuring deviation from expected non-interaction effect. (1) Drug 1: C1=NC2=C(N1)C(=S)N=C(N2)N. Drug 2: CN(CCCl)CCCl.Cl. Cell line: NCI-H522. Synergy scores: CSS=13.9, Synergy_ZIP=-10.7, Synergy_Bliss=-6.67, Synergy_Loewe=-12.3, Synergy_HSA=-4.24. (2) Drug 1: C(=O)(N)NO. Drug 2: CC(C)NC(=O)C1=CC=C(C=C1)CNNC.Cl. Cell line: 786-0. Synergy scores: CSS=0.396, Synergy_ZIP=-1.08, Synergy_Bliss=-1.58, Synergy_Loewe=-0.670, Synergy_HSA=-1.41. (3) Drug 1: CC12CCC(CC1=CCC3C2CCC4(C3CC=C4C5=CN=CC=C5)C)O. Cell line: HL-60(TB). Synergy scores: CSS=-3.72, Synergy_ZIP=12.0, Synergy_Bliss=18.4, Synergy_Loewe=5.81, Synergy_HSA=6.69. Drug 2: CCCS(=O)(=O)NC1=C(C(=C(C=C1)F)C(=O)C2=CNC3=C2C=C(C=N3)C4=CC=C(C=C4)Cl)F.